From a dataset of Reaction yield outcomes from USPTO patents with 853,638 reactions. Predict the reaction yield, written as a fraction of the theoretical maximum amount of product (1.0 means a 100% yield; for example, 0.34 means a 34% yield). (1) The reactants are FC(F)(F)S(O[C:7]1[CH:12]=[C:11]([CH3:13])[C:10]([C:14](=[O:16])[CH3:15])=[C:9]([CH3:17])[CH:8]=1)(=O)=O.[F-].[K+].[C:22]1(B(O)O)[CH:27]=[CH:26][CH:25]=[CH:24][CH:23]=1. The catalyst is C1COCC1.CC([O-])=O.CC([O-])=O.[Pd+2].C1(P(C2CCCCC2)C2CCCCC2)CCCCC1. The product is [CH3:17][C:9]1[CH:8]=[C:7]([C:22]2[CH:27]=[CH:26][CH:25]=[CH:24][CH:23]=2)[CH:12]=[C:11]([CH3:13])[C:10]=1[C:14](=[O:16])[CH3:15]. The yield is 0.900. (2) The yield is 0.291. The product is [Cl:1][C:2]1[CH:10]=[CH:9][C:5]([C:6]([NH:37][O:38][CH3:39])=[O:8])=[C:4]([NH:11][C:12]2[C:17]([Cl:18])=[CH:16][N:15]=[C:14]([NH:19][C:20]3[N:24]([CH:25]([CH3:27])[CH3:26])[N:23]=[C:22]([CH3:28])[CH:21]=3)[CH:13]=2)[CH:3]=1. The catalyst is CN(C)C=O.C(O)(=O)C.O. The reactants are [Cl:1][C:2]1[CH:10]=[CH:9][C:5]([C:6]([OH:8])=O)=[C:4]([NH:11][C:12]2[C:17]([Cl:18])=[CH:16][N:15]=[C:14]([NH:19][C:20]3[N:24]([CH:25]([CH3:27])[CH3:26])[N:23]=[C:22]([CH3:28])[CH:21]=3)[CH:13]=2)[CH:3]=1.C1C=CC2[N:37]([OH:38])N=NC=2C=1.[CH2:39](Cl)CCl.CCN(C(C)C)C(C)C. (3) The reactants are [Br:1][C:2]1[CH:3]=[C:4]([NH:13][CH:14]2[CH2:19][CH2:18][O:17][CH2:16][CH2:15]2)[C:5]([CH3:12])=[C:6]([CH:11]=1)[C:7]([O:9][CH3:10])=[O:8].[CH:20](=O)[CH3:21].C(O)(=O)C.C(O[BH-](OC(=O)C)OC(=O)C)(=O)C.[Na+]. The catalyst is ClCCCl.O.C([O-])([O-])=O.[Na+].[Na+]. The product is [Br:1][C:2]1[CH:3]=[C:4]([N:13]([CH2:20][CH3:21])[CH:14]2[CH2:19][CH2:18][O:17][CH2:16][CH2:15]2)[C:5]([CH3:12])=[C:6]([CH:11]=1)[C:7]([O:9][CH3:10])=[O:8]. The yield is 1.07. (4) The reactants are [CH3:1][O:2][C:3]1[CH:4]=[C:5]([C:9]2[C:17]([C:18]3[CH:23]=[CH:22][N:21]=[CH:20][CH:19]=3)=[C:12]3[S:13][CH2:14][CH:15](O)[N:11]3[N:10]=2)[CH:6]=[CH:7][CH:8]=1.FC(F)(F)C(OC(=O)C(F)(F)F)=O.C(N(CC)CC)C. The catalyst is C(COC)OC.C(OCC)(=O)C. The product is [CH3:1][O:2][C:3]1[CH:4]=[C:5]([C:9]2[C:17]([C:18]3[CH:23]=[CH:22][N:21]=[CH:20][CH:19]=3)=[C:12]3[S:13][CH:14]=[CH:15][N:11]3[N:10]=2)[CH:6]=[CH:7][CH:8]=1. The yield is 0.610. (5) The reactants are [CH3:1][N:2]([CH3:10])[C:3]1[CH:8]=[CH:7][N:6]=[C:5]([NH2:9])[CH:4]=1.Br[CH2:12][C:13]([C:15]1[CH:24]=[CH:23][C:18]([C:19]([O:21][CH3:22])=[O:20])=[CH:17][CH:16]=1)=O. No catalyst specified. The product is [CH3:1][N:2]([CH3:10])[C:3]1[CH:8]=[CH:7][N:6]2[CH:12]=[C:13]([C:15]3[CH:24]=[CH:23][C:18]([C:19]([O:21][CH3:22])=[O:20])=[CH:17][CH:16]=3)[N:9]=[C:5]2[CH:4]=1. The yield is 0.750. (6) The reactants are C([C@@:9]1([OH:34])[C@@H:13]([CH:14](C(=O)C2C=CC=CC=2)[OH:15])[O:12][C@@H:11]([N:24]2[CH:31]=[CH:30][C:28](=[O:29])[NH:27][C:25]2=[O:26])[C@@:10]1([F:33])[CH3:32])(=O)C1C=CC=CC=1.N. The catalyst is CO. The product is [F:33][C@:10]1([CH3:32])[C@H:9]([OH:34])[C@@H:13]([CH2:14][OH:15])[O:12][C@H:11]1[N:24]1[CH:31]=[CH:30][C:28](=[O:29])[NH:27][C:25]1=[O:26]. The yield is 0.600. (7) The reactants are [NH2:1][CH2:2][CH2:3][O:4][C:5]1[C:10]([CH3:11])=[CH:9][C:8]([C:12]2[NH:21][C:20](=[O:22])[C:19]3[C:14](=[CH:15][C:16]([O:25][CH3:26])=[CH:17][C:18]=3[O:23][CH3:24])[N:13]=2)=[CH:7][C:6]=1[CH3:27].[CH3:28][C:29]([CH3:31])=O.[H][H]. The catalyst is CCO.O=[Pt]=O. The product is [CH:29]([NH:1][CH2:2][CH2:3][O:4][C:5]1[C:10]([CH3:11])=[CH:9][C:8]([C:12]2[NH:21][C:20](=[O:22])[C:19]3[C:14](=[CH:15][C:16]([O:25][CH3:26])=[CH:17][C:18]=3[O:23][CH3:24])[N:13]=2)=[CH:7][C:6]=1[CH3:27])([CH3:31])[CH3:28]. The yield is 0.700. (8) The reactants are [Cl:1][C:2]1[CH:7]=[C:6]([Cl:8])[CH:5]=[CH:4][C:3]=1[CH2:9][CH2:10][N:11]1[C:20](=[O:21])[C:19]2[C:14](=[CH:15][C:16]([N+:22]([O-:24])=[O:23])=[CH:17][CH:18]=2)[NH:13][C:12]1=O.P(Cl)(Cl)(Cl)(Cl)[Cl:27]. The catalyst is O=P(Cl)(Cl)Cl. The product is [Cl:27][C:12]1[N:11]([CH2:10][CH2:9][C:3]2[CH:4]=[CH:5][C:6]([Cl:8])=[CH:7][C:2]=2[Cl:1])[C:20](=[O:21])[C:19]2[C:14](=[CH:15][C:16]([N+:22]([O-:24])=[O:23])=[CH:17][CH:18]=2)[N:13]=1. The yield is 0.460. (9) The reactants are [N:1]([CH2:4][CH2:5][CH:6]([CH2:12][CH2:13][N:14]=[N+]=[N-])[CH2:7][CH2:8][N:9]=[N+]=[N-])=[N+]=[N-].[H][H]. The catalyst is C(O)C.[Pd]. The product is [NH2:1][CH2:4][CH2:5][CH:6]([CH2:12][CH2:13][NH2:14])[CH2:7][CH2:8][NH2:9]. The yield is 1.00.